This data is from Forward reaction prediction with 1.9M reactions from USPTO patents (1976-2016). The task is: Predict the product of the given reaction. (1) Given the reactants I[C:2]1[CH:3]=[N:4][N:5]([CH2:7][CH2:8][CH2:9][O:10][CH:11]2[CH2:16][CH2:15][CH2:14][CH2:13][O:12]2)[CH:6]=1.[C:17]([C:21]1[CH:22]=[C:23]([NH2:26])[NH:24][N:25]=1)([CH3:20])([CH3:19])[CH3:18].C([O-])([O-])=O.[K+].[K+].CN[C@@H]1CCCC[C@H]1NC, predict the reaction product. The product is: [C:17]([C:21]1[CH:22]=[C:23]([NH2:26])[N:24]([C:2]2[CH:3]=[N:4][N:5]([CH2:7][CH2:8][CH2:9][O:10][CH:11]3[CH2:16][CH2:15][CH2:14][CH2:13][O:12]3)[CH:6]=2)[N:25]=1)([CH3:20])([CH3:19])[CH3:18]. (2) The product is: [CH3:3][C:2]([Si:5]([CH3:25])([CH3:26])[O:6][CH2:7][C:8]1[CH:13]=[C:12]([O:14][CH3:15])[N:11]=[C:10]([CH2:16][CH2:17][C:18]([O:20][CH2:21][CH2:22][CH2:23][CH3:24])=[O:19])[CH:9]=1)([CH3:1])[CH3:4]. Given the reactants [CH3:1][C:2]([Si:5]([CH3:26])([CH3:25])[O:6][CH2:7][C:8]1[CH:13]=[C:12]([O:14][CH3:15])[N:11]=[C:10](/[CH:16]=[CH:17]/[C:18]([O:20][CH2:21][CH2:22][CH2:23][CH3:24])=[O:19])[CH:9]=1)([CH3:4])[CH3:3], predict the reaction product.